From a dataset of Full USPTO retrosynthesis dataset with 1.9M reactions from patents (1976-2016). Predict the reactants needed to synthesize the given product. (1) Given the product [CH2:13]([O:6][C:5](=[O:7])[CH2:4][CH2:3][C:2]([Br:1])=[CH2:8])[CH3:14], predict the reactants needed to synthesize it. The reactants are: [Br:1][C:2](=[CH2:8])[CH2:3][CH2:4][C:5]([OH:7])=[O:6].S(Cl)(Cl)=O.[CH2:13](O)[CH3:14].N1C=CC=CC=1. (2) Given the product [NH2:1][C:2]1[N:7]=[CH:6][N:5]=[C:4]2[N:8]([CH:19]([C:21]3[O:22][C:23]4[C:28]([C:29](=[O:38])[C:30]=3[C:31]3[CH:36]=[CH:35][CH:34]=[C:33]([F:37])[CH:32]=3)=[CH:27][C:26]([F:39])=[CH:25][CH:24]=4)[CH3:20])[N:9]=[C:10]([C:11]3[CH:16]=[CH:15][CH:14]=[C:13]([OH:17])[CH:12]=3)[C:3]=12, predict the reactants needed to synthesize it. The reactants are: [NH2:1][C:2]1[N:7]=[CH:6][N:5]=[C:4]2[N:8]([CH:19]([C:21]3[O:22][C:23]4[C:28]([C:29](=[O:38])[C:30]=3[C:31]3[CH:36]=[CH:35][CH:34]=[C:33]([F:37])[CH:32]=3)=[CH:27][C:26]([F:39])=[CH:25][CH:24]=4)[CH3:20])[N:9]=[C:10]([C:11]3[CH:16]=[CH:15][CH:14]=[C:13]([O:17]C)[CH:12]=3)[C:3]=12.